From a dataset of Full USPTO retrosynthesis dataset with 1.9M reactions from patents (1976-2016). Predict the reactants needed to synthesize the given product. (1) Given the product [O:1]=[S:2]1(=[O:23])[CH2:6][CH2:5][CH2:4][N:3]1[C:7]1[CH:8]=[CH:9][C:10]([C:13]23[CH2:21][CH:17]4[CH2:16][C:15]([NH:22][CH2:31][C:32]([N:34]5[CH2:38][C@@H:37]([F:39])[CH2:36][C@H:35]5[C:40]#[N:41])=[O:33])([CH2:14]2)[CH:19]([CH2:18]4)[CH2:20]3)=[CH:11][CH:12]=1, predict the reactants needed to synthesize it. The reactants are: [O:1]=[S:2]1(=[O:23])[CH2:6][CH2:5][CH2:4][N:3]1[C:7]1[CH:12]=[CH:11][C:10]([C:13]23[CH2:21][CH:17]4[CH2:18][CH:19]([CH2:20]2)[C:15]([NH2:22])([CH2:16]4)[CH2:14]3)=[CH:9][CH:8]=1.C([O-])([O-])=O.[K+].[K+].Cl[CH2:31][C:32]([N:34]1[CH2:38][C@@H:37]([F:39])[CH2:36][C@H:35]1[C:40]#[N:41])=[O:33]. (2) The reactants are: [C:1]1([C:7]2[CH:11]([C:12]3[CH:17]=[CH:16][CH:15]=[CH:14][CH:13]=3)[C:10](=[S:18])[NH:9][N:8]=2)[CH:6]=[CH:5][CH:4]=[CH:3][CH:2]=1.Br[CH2:20][CH2:21][O:22][CH2:23][CH3:24].C([O-])([O-])=O.[K+].[K+].O. Given the product [CH2:21]([O:22][CH2:23][CH2:24][S:18][C:10]1[NH:9][N:8]=[C:7]([C:1]2[CH:2]=[CH:3][CH:4]=[CH:5][CH:6]=2)[C:11]=1[C:12]1[CH:13]=[CH:14][CH:15]=[CH:16][CH:17]=1)[CH3:20], predict the reactants needed to synthesize it. (3) Given the product [N:6]12[CH2:11][CH2:10][CH:9]([CH2:8][CH2:7]1)[CH:4]([NH:3][C:31]([C:29]1[O:30][C:26]([C:23]3[CH:22]=[CH:21][C:20]([N+:17]([O-:19])=[O:18])=[CH:25][CH:24]=3)=[CH:27][CH:28]=1)=[O:32])[CH2:5]2, predict the reactants needed to synthesize it. The reactants are: Cl.Cl.[NH2:3][CH:4]1[CH:9]2[CH2:10][CH2:11][N:6]([CH2:7][CH2:8]2)[CH2:5]1.CO.C[O-].[Na+].[N+:17]([C:20]1[CH:25]=[CH:24][C:23]([C:26]2[O:30][C:29]([C:31](Cl)=[O:32])=[CH:28][CH:27]=2)=[CH:22][CH:21]=1)([O-:19])=[O:18].